From a dataset of Forward reaction prediction with 1.9M reactions from USPTO patents (1976-2016). Predict the product of the given reaction. (1) The product is: [Cl:13][C:14]1[CH:15]=[C:16]([N:21]2[C:25]([CH3:26])=[C:24]([C:27]([NH:8][C:6]3[CH:5]=[CH:4][N:3]=[C:2]([CH3:1])[N:7]=3)=[O:28])[N:23]=[N:22]2)[CH:17]=[CH:18][C:19]=1[F:20]. Given the reactants [CH3:1][C:2]1[N:7]=[C:6]([NH2:8])[CH:5]=[CH:4][N:3]=1.C[Al](C)C.[Cl:13][C:14]1[CH:15]=[C:16]([N:21]2[C:25]([CH3:26])=[C:24]([C:27](OCC)=[O:28])[N:23]=[N:22]2)[CH:17]=[CH:18][C:19]=1[F:20], predict the reaction product. (2) The product is: [CH2:13]([N:9]1[C:8]([C:4]2[CH:5]=[CH:6][CH:7]=[C:2]([I:1])[CH:3]=2)=[N:12][N:11]=[N:10]1)[C:14]1[CH:19]=[CH:18][CH:17]=[CH:16][CH:15]=1. Given the reactants [I:1][C:2]1[CH:3]=[C:4]([C:8]2[NH:12][N:11]=[N:10][N:9]=2)[CH:5]=[CH:6][CH:7]=1.[CH2:13](Br)[C:14]1[CH:19]=[CH:18][CH:17]=[CH:16][CH:15]=1.BrCC1C=CC=CC=1C, predict the reaction product. (3) Given the reactants O.[NH2:2][NH2:3].[Cl:4][C:5]1[CH:36]=[CH:35][CH:34]=[CH:33][C:6]=1[CH2:7][C:8]([C:26](=O)[CH:27]([O:30][CH3:31])[O:28][CH3:29])=[C:9]([N:12]1[CH2:17][CH2:16][CH2:15][C@@H:14]([NH:18][C:19](=[O:25])[O:20][C:21]([CH3:24])([CH3:23])[CH3:22])[CH2:13]1)SC.O, predict the reaction product. The product is: [Cl:4][C:5]1[CH:36]=[CH:35][CH:34]=[CH:33][C:6]=1[CH2:7][C:8]1[C:26]([CH:27]([O:30][CH3:31])[O:28][CH3:29])=[N:2][NH:3][C:9]=1[N:12]1[CH2:17][CH2:16][CH2:15][C@@H:14]([NH:18][C:19](=[O:25])[O:20][C:21]([CH3:23])([CH3:24])[CH3:22])[CH2:13]1. (4) Given the reactants [CH3:1][N:2]1[CH2:8][CH2:7][CH2:6][N:5]([CH2:9][CH2:10][CH2:11][CH2:12][O:13]C2C=C(C=CN=2)C#N)[CH2:4][CH2:3]1.CN1CCCNCC1.ClCCCCO.C([O-])([O-])=O.[K+].[K+].[Na+].[I-], predict the reaction product. The product is: [CH3:1][N:2]1[CH2:8][CH2:7][CH2:6][N:5]([CH2:9][CH2:10][CH2:11][CH2:12][OH:13])[CH2:4][CH2:3]1. (5) Given the reactants [C:1]([C:3]1[CH:9]=[CH:8][C:6]([NH2:7])=[CH:5][CH:4]=1)#[N:2].N1C=CC=CC=1.[F:16][C:17]([F:24])([F:23])[CH2:18][S:19](Cl)(=[O:21])=[O:20].O, predict the reaction product. The product is: [C:1]([C:3]1[CH:9]=[CH:8][C:6]([NH:7][S:19]([CH2:18][C:17]([F:24])([F:23])[F:16])(=[O:21])=[O:20])=[CH:5][CH:4]=1)#[N:2].